From a dataset of Full USPTO retrosynthesis dataset with 1.9M reactions from patents (1976-2016). Predict the reactants needed to synthesize the given product. (1) Given the product [CH:1]([N:14]1[C:22]2[C:17](=[CH:18][C:19]([Cl:23])=[CH:20][CH:21]=2)[C:16]([CH2:24][CH2:25][S:26]([C:29]2[CH:30]=[CH:31][C:32]([C:33]([OH:35])=[O:34])=[CH:37][CH:38]=2)(=[O:28])=[O:27])=[C:15]1[CH2:39][CH2:40][NH:41][S:42]([CH2:45][C:46]1[CH:47]=[CH:48][CH:49]=[CH:50][CH:51]=1)(=[O:43])=[O:44])([C:2]1[CH:3]=[CH:4][CH:5]=[CH:6][CH:7]=1)[C:8]1[CH:13]=[CH:12][CH:11]=[CH:10][CH:9]=1, predict the reactants needed to synthesize it. The reactants are: [CH:1]([N:14]1[C:22]2[C:17](=[CH:18][C:19]([Cl:23])=[CH:20][CH:21]=2)[C:16]([CH2:24][CH2:25][S:26]([C:29]2[CH:38]=[CH:37][C:32]([C:33]([O:35]C)=[O:34])=[CH:31][CH:30]=2)(=[O:28])=[O:27])=[C:15]1[CH2:39][CH2:40][NH:41][S:42]([CH2:45][C:46]1[CH:51]=[CH:50][CH:49]=[CH:48][CH:47]=1)(=[O:44])=[O:43])([C:8]1[CH:13]=[CH:12][CH:11]=[CH:10][CH:9]=1)[C:2]1[CH:7]=[CH:6][CH:5]=[CH:4][CH:3]=1.C1COCC1.[OH-].[Na+]. (2) Given the product [C:1]1([C:7](=[N:14][CH:15]([CH2:37][CH2:38][C:39]([F:42])([F:41])[F:40])[C:16]([O:18][C:19]([CH3:22])([CH3:21])[CH3:20])=[O:17])[C:8]2[CH:9]=[CH:10][CH:11]=[CH:12][CH:13]=2)[CH:2]=[CH:3][CH:4]=[CH:5][CH:6]=1, predict the reactants needed to synthesize it. The reactants are: [C:1]1([C:7](=[N:14][CH2:15][C:16]([O:18][C:19]([CH3:22])([CH3:21])[CH3:20])=[O:17])[C:8]2[CH:13]=[CH:12][CH:11]=[CH:10][CH:9]=2)[CH:6]=[CH:5][CH:4]=[CH:3][CH:2]=1.[Li+].CC([N-]C(C)C)C.FC(F)(F)S(O[CH2:37][CH2:38][C:39]([F:42])([F:41])[F:40])(=O)=O.C(OCC)(=O)C. (3) The reactants are: Cl.[NH2:2][C:3]1[N:32]=[C:6]2[N:7]([C:22]3[CH:27]=[CH:26][CH:25]=[C:24]([C:28]([F:31])([F:30])[F:29])[CH:23]=3)[C:8]([CH3:21])=[C:9]([C:19]#[N:20])[C@@H:10]([C:11]3[CH:16]=[CH:15][C:14]([C:17]#[N:18])=[CH:13][CH:12]=3)[N:5]2[N:4]=1.[C:33](O[C:33](=[O:40])[C:34]1[CH:39]=[CH:38][CH:37]=[CH:36][CH:35]=1)(=[O:40])[C:34]1[CH:39]=[CH:38][CH:37]=[CH:36][CH:35]=1. Given the product [C:19]([C:9]1[C@@H:10]([C:11]2[CH:16]=[CH:15][C:14]([C:17]#[N:18])=[CH:13][CH:12]=2)[N:5]2[N:4]=[C:3]([NH:2][C:33](=[O:40])[C:34]3[CH:39]=[CH:38][CH:37]=[CH:36][CH:35]=3)[N:32]=[C:6]2[N:7]([C:22]2[CH:27]=[CH:26][CH:25]=[C:24]([C:28]([F:29])([F:31])[F:30])[CH:23]=2)[C:8]=1[CH3:21])#[N:20], predict the reactants needed to synthesize it. (4) The reactants are: [Cl:1][C:2]1[CH:10]=[CH:9][CH:8]=[CH:7][C:3]=1[C:4]([OH:6])=O.[CH3:11][C:12]1[N:17]=[CH:16][C:15]([CH:18]([CH2:21][CH:22]2[CH2:24][CH2:23]2)[CH2:19][NH2:20])=[CH:14][N:13]=1. Given the product [Cl:1][C:2]1[CH:10]=[CH:9][CH:8]=[CH:7][C:3]=1[C:4]([NH:20][CH2:19][CH:18]([C:15]1[CH:16]=[N:17][C:12]([CH3:11])=[N:13][CH:14]=1)[CH2:21][CH:22]1[CH2:24][CH2:23]1)=[O:6], predict the reactants needed to synthesize it. (5) Given the product [CH3:19][O:18][C:15]1[CH:14]=[CH:13][C:12]([CH2:11][O:10][C:6]2[C:7](=[O:9])[CH:8]=[C:3]([C:2]([OH:29])=[O:1])[O:4][CH:5]=2)=[CH:17][CH:16]=1, predict the reactants needed to synthesize it. The reactants are: [OH:1][CH2:2][C:3]1[O:4][CH:5]=[C:6]([O:10][CH2:11][C:12]2[CH:17]=[CH:16][C:15]([O:18][CH3:19])=[CH:14][CH:13]=2)[C:7](=[O:9])[CH:8]=1.C(N(CC)CC)C.S(=O)(=O)([OH:29])N.Cl([O-])=O.[Na+]. (6) Given the product [P:1]([O:21][CH3:22])([O:19][CH3:20])([O:3][C:4]([C:8]1[C:16]2[C:11](=[CH:12][C:13]([O:17][CH3:18])=[CH:14][CH:15]=2)[N:10]([CH2:24][C:25](=[O:30])[C:26]([CH3:29])([CH3:28])[CH3:27])[N:9]=1)=[C:5]([CH3:7])[CH3:6])=[O:2], predict the reactants needed to synthesize it. The reactants are: [P:1]([O:21][CH3:22])([O:19][CH3:20])([O:3][C:4]([C:8]1[C:16]2[C:11](=[CH:12][C:13]([O:17][CH3:18])=[CH:14][CH:15]=2)[NH:10][N:9]=1)=[C:5]([CH3:7])[CH3:6])=[O:2].Br[CH2:24][C:25](=[O:30])[C:26]([CH3:29])([CH3:28])[CH3:27]. (7) Given the product [Cl:11][C:10]1[C:2]2[N:1]=[C:25]([C:24]3[CH:28]=[CH:29][CH:30]=[CH:31][C:23]=3[Br:22])[O:5][C:4](=[O:6])[C:3]=2[CH:7]=[CH:8][CH:9]=1, predict the reactants needed to synthesize it. The reactants are: [NH2:1][C:2]1[C:10]([Cl:11])=[CH:9][CH:8]=[CH:7][C:3]=1[C:4]([OH:6])=[O:5].FC1C=CC=CC=1C(Cl)=O.[Br:22][C:23]1[CH:31]=[CH:30][CH:29]=[CH:28][C:24]=1[C:25](Cl)=O. (8) Given the product [F:1][C@@H:2]1[CH2:7][C@H:6]2[C@H:8]3[C@H:18]([CH2:19][CH2:20][C@:4]2([CH3:5])[C:3]1=[O:22])[C@:16]1([CH3:17])[C@H:11]([CH2:12][C:13](=[O:21])[CH2:14][CH2:15]1)[CH2:10][CH2:9]3, predict the reactants needed to synthesize it. The reactants are: [F:1][C@@H:2]1[CH2:7][C@H:6]2[C@H:8]3[C@H:18]([CH2:19][CH2:20][C@:4]2([CH3:5])[C:3]1=[O:22])[C@:16]1([CH3:17])[C@H:11]([CH2:12][C@H:13]([OH:21])[CH2:14][CH2:15]1)[CH2:10][CH2:9]3.CC(OI1(OC(C)=O)(OC(C)=O)OC(=O)C2C=CC=CC1=2)=O.